Dataset: Reaction yield outcomes from USPTO patents with 853,638 reactions. Task: Predict the reaction yield, written as a fraction of the theoretical maximum amount of product (1.0 means a 100% yield; for example, 0.34 means a 34% yield). (1) The reactants are F[C:2]1[CH:7]=[CH:6][C:5]([N+:8]([O-:10])=[O:9])=[CH:4][CH:3]=1.[C:11]1([NH:17][C:18]([NH:20][C@@H:21]2[CH2:26][CH2:25][CH2:24][CH2:23][C@H:22]2[NH:27][CH:28]2[CH2:33][CH2:32][CH2:31][NH:30][CH2:29]2)=[O:19])[CH:16]=[CH:15][CH:14]=[CH:13][CH:12]=1. No catalyst specified. The product is [N+:8]([C:5]1[CH:6]=[CH:7][C:2]([N:30]2[CH2:31][CH2:32][CH2:33][C@H:28]([NH:27][C@@H:22]3[CH2:23][CH2:24][CH2:25][CH2:26][C@H:21]3[NH:20][C:18]([NH:17][C:11]3[CH:12]=[CH:13][CH:14]=[CH:15][CH:16]=3)=[O:19])[CH2:29]2)=[CH:3][CH:4]=1)([O-:10])=[O:9]. The yield is 0.130. (2) The reactants are [F:1][C:2]1[C:12](=[O:13])[N:11]([CH3:14])[C:5]2[N:6]=[CH:7][NH:8][C:9](=[O:10])[C:4]=2[C:3]=1[NH:15][C:16]1[CH:21]=[CH:20][C:19]([I:22])=[CH:18][C:17]=1[F:23].[I-].[K+].C(=O)([O-])[O-].[Cs+].[Cs+].Br[CH2:33][CH2:34][OH:35]. The catalyst is CN(C=O)C. The product is [F:1][C:2]1[C:12](=[O:13])[N:11]([CH3:14])[C:5]2[N:6]=[CH:7][N:8]([CH2:33][CH2:34][OH:35])[C:9](=[O:10])[C:4]=2[C:3]=1[NH:15][C:16]1[CH:21]=[CH:20][C:19]([I:22])=[CH:18][C:17]=1[F:23]. The yield is 0.380. (3) The reactants are Cl.[CH2:2]([O:9][C:10]1[CH:15]=[CH:14][N:13]([C:16]2[CH:24]=[C:23]3[C:19]([C:20]4[CH2:29][CH2:28][NH:27][CH2:26][C:21]=4[N:22]3[CH3:25])=[CH:18][CH:17]=2)[C:12](=[O:30])[CH:11]=1)[C:3]1[CH:8]=[CH:7][CH:6]=[CH:5][CH:4]=1.[C:31]([N:38]1[CH2:45][CH2:44][CH2:43][C@H:39]1[C:40](O)=[O:41])([O:33][C:34]([CH3:37])([CH3:36])[CH3:35])=[O:32].CN(C(ON1N=NC2C=CC=NC1=2)=[N+](C)C)C.F[P-](F)(F)(F)(F)F.CCN(CC)CC. The catalyst is CN(C=O)C.C(Cl)Cl. The product is [CH2:2]([O:9][C:10]1[CH:15]=[CH:14][N:13]([C:16]2[CH:24]=[C:23]3[C:19]([C:20]4[CH2:29][CH2:28][N:27]([C:40]([C@@H:39]5[CH2:43][CH2:44][CH2:45][N:38]5[C:31]([O:33][C:34]([CH3:37])([CH3:36])[CH3:35])=[O:32])=[O:41])[CH2:26][C:21]=4[N:22]3[CH3:25])=[CH:18][CH:17]=2)[C:12](=[O:30])[CH:11]=1)[C:3]1[CH:4]=[CH:5][CH:6]=[CH:7][CH:8]=1. The yield is 0.780. (4) The reactants are [NH2:1][C@H:2]([CH:11]1[CH2:13][CH2:12]1)[C:3]([NH:5][CH2:6][C:7](OC)=[O:8])=[O:4].CCN(CC)CC. The catalyst is CO. The product is [CH:11]1([C@H:2]2[NH:1][C:7](=[O:8])[CH2:6][NH:5][C:3]2=[O:4])[CH2:13][CH2:12]1. The yield is 0.769. (5) The reactants are [F:1][C:2]1[CH:7]=[CH:6][C:5]([C:8]2([CH2:21][O:22][CH:23]([C:25]3[CH:26]=[C:27]([C:35]([F:38])([F:37])[F:36])[CH:28]=[C:29]4[C:33]=3[NH:32][C:31](=[O:34])[CH2:30]4)[CH3:24])[CH2:13][CH2:12][N:11](C(OC(C)(C)C)=O)[CH2:10][CH2:9]2)=[CH:4][CH:3]=1.C(O)(C(F)(F)F)=O. The catalyst is ClCCl. The product is [F:1][C:2]1[CH:7]=[CH:6][C:5]([C:8]2([CH2:21][O:22][CH:23]([C:25]3[CH:26]=[C:27]([C:35]([F:37])([F:36])[F:38])[CH:28]=[C:29]4[C:33]=3[NH:32][C:31](=[O:34])[CH2:30]4)[CH3:24])[CH2:9][CH2:10][NH:11][CH2:12][CH2:13]2)=[CH:4][CH:3]=1. The yield is 0.960.